From a dataset of Forward reaction prediction with 1.9M reactions from USPTO patents (1976-2016). Predict the product of the given reaction. (1) Given the reactants [Br:1][C:2]1[CH:3]=[CH:4][C:5]([N:8]2[CH2:12][CH2:11][C@@H:10]([OH:13])[CH2:9]2)=[N:6][CH:7]=1.[Cl:14][C:15]1[C:20](O)=[C:19]([Cl:22])[CH:18]=[C:17]([CH3:23])[CH:16]=1.C1CCN(C(N=NC(N2CCCCC2)=O)=O)CC1.P(CCCC)(CCCC)CCCC, predict the reaction product. The product is: [Br:1][C:2]1[CH:3]=[CH:4][C:5]([N:8]2[CH2:12][CH2:11][C@H:10]([O:13][C:20]3[C:15]([Cl:14])=[CH:16][C:17]([CH3:23])=[CH:18][C:19]=3[Cl:22])[CH2:9]2)=[N:6][CH:7]=1. (2) Given the reactants [CH3:1]C1(C)S[C@@H]2[C@H](NC(CC3C=CC=CC=3)=O)C(=O)N2[C@H]1C([O-])=O.[K+].C[C@@H]1O[C@@H](O[C@H]2[C@H](O)[C@@H](O)[C@H](NC(N)=N)[C@@H](O)[C@@H]2NC(N)=N)[C@H](O[C@@H]2O[C@@H](CO)[C@H](O)[C@@H](O)[C@@H]2NC)[C@@]1(O)C=O.C[C@@H]1[C@@H](O)[C@@H](C)[C@H](C)OC(=O)C[C@H](O)C[C@H](O)CC[C@@H](O)[C@H](O)C[C@H](O)[CH2:89][C@@:87]2(O)O[C@H:83]([C@H:84]([C:116](O)=O)[C@@H:85](O)[CH2:86]2)[CH2:82][C@@H:81](O[C@@H]2O[C@H](C)[C@@H](O)[C@H](N)[C@@H]2O)C=CC=CC=CC=CC=CC=CC=C1.C[C@H](N)C(N[C@H](C(O)=O)CCC(N)=O)=O.C(=O)=O, predict the reaction product. The product is: [C:84]1([C:85](=[CH:86][C:87](=[C:82]([CH:83]=1)[CH3:81])[CH3:89])[CH3:1])[CH3:116]. (3) Given the reactants [CH3:1][C:2]1[CH:7]=[CH:6][CH:5]=[CH:4][C:3]=1[NH:8][C:9](=[S:33])[NH:10][C:11]1[CH:16]=[CH:15][C:14]([CH2:17][C:18]([O:20][CH2:21][CH3:22])=[O:19])=[CH:13][C:12]=1SCC1C=CC(OC)=CC=1.O, predict the reaction product. The product is: [CH3:1][C:2]1[CH:7]=[CH:6][CH:5]=[CH:4][C:3]=1[NH:8][C:9]1[S:33][C:12]2[CH:13]=[C:14]([CH2:17][C:18]([O:20][CH2:21][CH3:22])=[O:19])[CH:15]=[CH:16][C:11]=2[N:10]=1. (4) Given the reactants Cl[C:2]1[C:7]([C:8]([N:10]2[CH2:15][CH2:14][N:13]([CH:16]([CH3:18])[CH3:17])[CH2:12][CH2:11]2)=[O:9])=[CH:6][CH:5]=[CH:4][N:3]=1.Cl[C:20]1[N:28]=[CH:27][CH:26]=[CH:25][C:21]=1C(O)=O.[CH:29]([N:32]1CCNCC1)(C)[CH3:30], predict the reaction product. The product is: [CH:16]([N:13]1[CH2:14][CH2:15][N:10]([C:8]([C:7]2[C:2]([NH:32][CH2:29][CH2:30][N:28]3[CH2:20][CH2:21][CH2:25][CH2:26][CH2:27]3)=[N:3][CH:4]=[CH:5][CH:6]=2)=[O:9])[CH2:11][CH2:12]1)([CH3:18])[CH3:17]. (5) The product is: [Br:31][C:30]1[C:4]([Br:3])=[CH:5][C:6]2[NH:10][C:9]([CH:11]([NH2:21])[CH2:12][C:13]3[CH:14]=[CH:15][C:16]([O:19][CH3:20])=[CH:17][CH:18]=3)=[N:8][C:7]=2[CH:29]=1. Given the reactants N#N.[Br:3][C:4]1[C:30]([Br:31])=[CH:29][C:7]2[NH:8][C:9]([CH:11]([NH:21]C(=O)OC(C)(C)C)[CH2:12][C:13]3[CH:18]=[CH:17][C:16]([O:19][CH3:20])=[CH:15][CH:14]=3)=[N:10][C:6]=2[CH:5]=1.Cl, predict the reaction product. (6) Given the reactants [CH3:1][N:2]1[CH2:7][CH2:6][N:5]2[N:8]=[C:9]([NH2:11])[CH:10]=[C:4]2[CH2:3]1.Br[C:13]1[C:14](=[O:21])[N:15]([CH3:20])[CH:16]=[C:17]([Br:19])[CH:18]=1.C1(P(C2C=CC=CC=2)C2(P(C3C=CC=CC=3)C3C=CC=CC=3)CC=C3C(C=CC=C3)=C2C2C3C(=CC=CC=3)C=CC=2)C=CC=CC=1.C(=O)([O-])[O-].[Cs+].[Cs+], predict the reaction product. The product is: [Br:19][C:17]1[CH:18]=[C:13]([NH:11][C:9]2[CH:10]=[C:4]3[CH2:3][N:2]([CH3:1])[CH2:7][CH2:6][N:5]3[N:8]=2)[C:14](=[O:21])[N:15]([CH3:20])[CH:16]=1.